This data is from Catalyst prediction with 721,799 reactions and 888 catalyst types from USPTO. The task is: Predict which catalyst facilitates the given reaction. (1) Reactant: [CH3:1][O:2][C:3]([CH:5]1[CH2:10][CH2:9][CH:8](C(O)=O)[CH2:7][CH2:6]1)=[O:4].C([N:16]([CH2:19]C)CC)C.ClC(OCC)=[O:23]. Product: [CH3:1][O:2][C:3]([C:5]1([C:19](=[O:23])[NH2:16])[CH2:6][CH2:7][CH2:8][CH2:9][CH2:10]1)=[O:4]. The catalyst class is: 22. (2) Product: [CH3:1][O:2][C:3]1[CH:4]=[C:5]([CH2:11][CH2:12][C:13]#[N:14])[CH:6]=[CH:7][C:8]=1[O:9][CH3:10]. The catalyst class is: 858. Reactant: [CH3:1][O:2][C:3]1[CH:4]=[C:5](/[CH:11]=[CH:12]/[C:13]#[N:14])[CH:6]=[CH:7][C:8]=1[O:9][CH3:10].[BH4-].[Na+].Cl. (3) Reactant: Br[C:2]1[CH:7]=[CH:6][C:5]([S:8][CH3:9])=[CH:4][CH:3]=1.[CH2:10]([Li])CCC.Cl[P:16]([C:23]1[CH:28]=[CH:27][CH:26]=[CH:25][CH:24]=1)[C:17]1[CH:22]=[CH:21][CH:20]=[CH:19][CH:18]=1. Product: [C:17]1([P:16]([C:23]2[CH:28]=[CH:27][CH:26]=[CH:25][CH:24]=2)[CH2:10][C:2]2[CH:7]=[CH:6][C:5]([S:8][CH3:9])=[CH:4][CH:3]=2)[CH:22]=[CH:21][CH:20]=[CH:19][CH:18]=1. The catalyst class is: 7. (4) Reactant: [C:1]([O:4][C@@H:5]([CH2:12]/[CH:13]=[CH:14]\[CH2:15][CH2:16][CH2:17][CH2:18][CH2:19][CH2:20][CH2:21][CH:22]([OH:35])[CH2:23][CH2:24][CH2:25][CH2:26][CH2:27][CH2:28][CH2:29][CH2:30][CH2:31][CH2:32][CH2:33][CH3:34])[CH2:6][CH2:7][CH2:8][CH2:9][CH2:10][CH3:11])(=[O:3])[CH3:2].N1C=CC=CC=1.Cl[C:43](Cl)([O:45][C:46](=[O:52])OC(Cl)(Cl)Cl)Cl.[CH3:54][N:55]([CH3:60])[CH2:56][CH2:57]CO. Product: [C:1]([O:4][C@@H:5]([CH2:12]/[CH:13]=[CH:14]\[CH2:15][CH2:16][CH2:17][CH2:18][CH2:19][CH2:20][CH2:21][CH:22]([O:35][C:46]([O:45][CH2:43][CH2:57][CH2:56][N:55]([CH3:60])[CH3:54])=[O:52])[CH2:23][CH2:24][CH2:25][CH2:26][CH2:27][CH2:28][CH2:29][CH2:30][CH2:31][CH2:32][CH2:33][CH3:34])[CH2:6][CH2:7][CH2:8][CH2:9][CH2:10][CH3:11])(=[O:3])[CH3:2]. The catalyst class is: 11.